Predict which catalyst facilitates the given reaction. From a dataset of Catalyst prediction with 721,799 reactions and 888 catalyst types from USPTO. (1) Reactant: C([O:8][C:9]1[CH:29]=[C:28]([CH2:30][CH3:31])[CH:27]=[CH:26][C:10]=1[O:11][C:12]1[CH:17]=[CH:16][C:15]([S:18]([NH:21][CH2:22][CH2:23][CH3:24])(=[O:20])=[O:19])=[CH:14][C:13]=1[F:25])C1C=CC=CC=1.O1CCCC1. Product: [CH2:30]([C:28]1[CH:27]=[CH:26][C:10]([O:11][C:12]2[CH:17]=[CH:16][C:15]([S:18]([NH:21][CH2:22][CH2:23][CH3:24])(=[O:20])=[O:19])=[CH:14][C:13]=2[F:25])=[C:9]([OH:8])[CH:29]=1)[CH3:31]. The catalyst class is: 8. (2) Reactant: [F:1][C:2]([F:44])([F:43])[C:3]1[CH:4]=[C:5]([CH:36]=[C:37]([C:39]([F:42])([F:41])[F:40])[CH:38]=1)[CH2:6][N:7]([CH2:15][C:16]1[CH:17]=[C:18]2[CH:33]=[N:32][N:31]([CH2:34][CH3:35])[C:19]2=[N:20][C:21]=1[N:22]([CH2:27][CH:28]1[CH2:30][CH2:29]1)[CH2:23][CH:24]1[CH2:26][CH2:25]1)[C:8]1[N:13]=[CH:12][C:11](Br)=[CH:10][N:9]=1.CC(C)([O-])C.[Na+].[NH:51]1[CH2:56][CH2:55][O:54][CH2:53][CH2:52]1.[C:57]1(C)[CH:62]=[CH:61][CH:60]=[CH:59][CH:58]=1. Product: [F:1][C:2]([F:44])([F:43])[C:3]1[CH:4]=[C:5]([CH:36]=[C:37]([C:39]([F:42])([F:41])[F:40])[CH:38]=1)[CH2:6][N:7]([CH2:15][C:16]1[CH:17]=[C:18]2[CH:33]=[N:32][N:31]([CH2:34][CH3:35])[C:19]2=[N:20][C:21]=1[N:22]([CH2:27][CH:28]1[CH2:30][CH2:29]1)[CH2:23][CH:24]1[CH2:26][CH2:25]1)[C:8]1[N:13]=[CH:12][C:11]([C:57]2[CH:62]=[CH:61][C:60]([N:51]3[CH2:56][CH2:55][O:54][CH2:53][CH2:52]3)=[CH:59][CH:58]=2)=[CH:10][N:9]=1. The catalyst class is: 110. (3) Reactant: C([O:3][C:4]([C:6]1[C:15](=[O:16])[C:14]2[C:9](=[CH:10][C:11]([CH2:19][C:20]3[CH:25]=[CH:24][CH:23]=[C:22]([Cl:26])[C:21]=3[F:27])=[C:12]([O:17][CH3:18])[N:13]=2)[N:8]([C@H:28]([C:32](C)(C)[O:33][SiH2]C(C)(C)C)[CH:29]([CH3:31])[CH3:30])[CH:7]=1)=[O:5])C.C[O-].[Na+]. Product: [Cl:26][C:22]1[C:21]([F:27])=[C:20]([CH:25]=[CH:24][CH:23]=1)[CH2:19][C:11]1[CH:10]=[C:9]2[C:14]([C:15](=[O:16])[C:6]([C:4]([OH:5])=[O:3])=[CH:7][N:8]2[C@H:28]([CH2:32][OH:33])[CH:29]([CH3:31])[CH3:30])=[N:13][C:12]=1[O:17][CH3:18]. The catalyst class is: 24. (4) Reactant: [Cl:1][C:2]1[CH:3]=[CH:4][C:5]([O:18][CH2:19][C:20]2[CH:25]=[CH:24][C:23]([F:26])=[CH:22][C:21]=2[F:27])=[C:6]([CH2:8][N:9]2[C:13]([CH3:14])=[CH:12][C:11](C(O)=O)=[N:10]2)[CH:7]=1.C1(P([N:42]=[N+]=[N-])(C2C=CC=CC=2)=O)C=CC=CC=1.[CH3:45][C:46]([O:49][CH:50]([N:52]1[CH2:57][CH2:56][CH:55]([CH2:58][OH:59])[CH2:54][CH2:53]1)[OH:51])([CH3:48])[CH3:47].CCO[C:63](C)=[O:64]. Product: [Cl:1][C:2]1[CH:3]=[CH:4][C:5]([O:18][CH2:19][C:20]2[CH:25]=[CH:24][C:23]([F:26])=[CH:22][C:21]=2[F:27])=[C:6]([CH2:8][N:9]2[C:13]([CH3:14])=[CH:12][C:11]([NH:42][C:63]([O:59][CH2:58][CH:55]3[CH2:54][CH2:53][N:52]([C:50]([O:49][C:46]([CH3:45])([CH3:47])[CH3:48])=[O:51])[CH2:57][CH2:56]3)=[O:64])=[N:10]2)[CH:7]=1. The catalyst class is: 11.